This data is from Full USPTO retrosynthesis dataset with 1.9M reactions from patents (1976-2016). The task is: Predict the reactants needed to synthesize the given product. (1) The reactants are: [CH3:1][CH2:2][CH2:3][C@H:4]([NH:10][C@H:11]([C:13]([N:15]1[C@H:23]([C:24]([OH:26])=[O:25])[CH2:22][C@H:21]2[C@@H:16]1[CH2:17][CH2:18][CH2:19][CH2:20]2)=[O:14])[CH3:12])[C:5]([O:7][CH2:8][CH3:9])=[O:6].[NH2:27][C@H:28]([C:36]([OH:38])=[O:37])[CH2:29][CH2:30][CH2:31][NH:32][C:33](=[NH:35])[NH2:34]. Given the product [CH3:1][CH2:2][CH2:3][C@H:4]([NH:10][C@H:11]([C:13]([N:15]1[C@H:23]([C:24]([OH:26])=[O:25])[CH2:22][C@H:21]2[C@@H:16]1[CH2:17][CH2:18][CH2:19][CH2:20]2)=[O:14])[CH3:12])[C:5]([O:7][CH2:8][CH3:9])=[O:6].[NH2:27][C@H:28]([C:36]([OH:38])=[O:37])[CH2:29][CH2:30][CH2:31][NH:32][C:33](=[NH:34])[NH2:35], predict the reactants needed to synthesize it. (2) Given the product [C:1]([O:5][C:6]([N:8]1[CH2:13][CH2:12][CH:11]([O:14][C:21]2[CH:22]=[CH:23][C:18]([Cl:17])=[CH:19][CH:20]=2)[CH2:10][CH2:9]1)=[O:7])([CH3:4])([CH3:2])[CH3:3], predict the reactants needed to synthesize it. The reactants are: [C:1]([O:5][C:6]([N:8]1[CH2:13][CH2:12][CH:11]([OH:14])[CH2:10][CH2:9]1)=[O:7])([CH3:4])([CH3:3])[CH3:2].[H-].[Na+].[Cl:17][C:18]1[CH:23]=[CH:22][C:21](F)=[CH:20][CH:19]=1.C(O)C. (3) Given the product [O:39]1[CH2:38][CH2:41][CH2:43][O:44][CH:30]1[CH2:29][CH2:28][N:25]1[CH2:24][CH2:23][CH:22]([NH:7][CH2:6][C:5]2[CH:4]=[CH:3][C:2]([F:1])=[CH:37][CH:36]=2)[CH2:27][CH2:26]1, predict the reactants needed to synthesize it. The reactants are: [F:1][C:2]1[CH:37]=[CH:36][C:5]([CH2:6][N:7]([CH:22]2[CH2:27][CH2:26][N:25]([CH2:28][CH2:29][CH2:30]C3OCCO3)[CH2:24][CH2:23]2)C(=O)CC2C=CC(OCC(C)C)=CC=2)=[CH:4][CH:3]=1.[C:38]([CH:41]([CH:43](C([O-])=O)[OH:44])O)([O-])=[O:39]. (4) Given the product [C:18]([N:13]1[C:12]([C:34]2[CH:35]=[CH:36][C:31]([F:30])=[CH:32][CH:33]=2)=[C:11]2[C:15]([CH2:16][CH2:17][NH:8][CH2:9][CH2:10]2)=[N:14]1)([CH3:19])([CH3:20])[CH3:21], predict the reactants needed to synthesize it. The reactants are: C(OC([N:8]1[CH2:17][CH2:16][C:15]2[C:11](=[C:12](OS(C(F)(F)F)(=O)=O)[N:13]([C:18]([CH3:21])([CH3:20])[CH3:19])[N:14]=2)[CH2:10][CH2:9]1)=O)(C)(C)C.[F:30][C:31]1[CH:36]=[CH:35][C:34](B(O)O)=[CH:33][CH:32]=1. (5) Given the product [CH2:1]([C:3]1[C:4]([F:17])=[CH:5][N:6]=[C:7]2[C:12]=1[N:11]([CH2:13][CH2:14][N:18]1[CH2:19][CH2:20][CH:21]([NH:24][C:25](=[O:31])[O:26][C:27]([CH3:29])([CH3:28])[CH3:30])[CH2:22][CH2:23]1)[C:10](=[O:16])[CH:9]=[CH:8]2)[CH3:2], predict the reactants needed to synthesize it. The reactants are: [CH2:1]([C:3]1[C:4]([F:17])=[CH:5][N:6]=[C:7]2[C:12]=1[N:11]([CH2:13][CH:14]=O)[C:10](=[O:16])[CH:9]=[CH:8]2)[CH3:2].[NH:18]1[CH2:23][CH2:22][CH:21]([NH:24][C:25](=[O:31])[O:26][C:27]([CH3:30])([CH3:29])[CH3:28])[CH2:20][CH2:19]1.CO.[BH-](OC(C)=O)(OC(C)=O)OC(C)=O.[Na+]. (6) The reactants are: [CH3:1][O:2][C:3]1[CH:4]=[CH:5][C:6]([CH:10]2[CH2:19][CH2:18][C:17]3[C:12](=[CH:13][CH:14]=[C:15]([O:20][CH3:21])[CH:16]=3)[CH2:11]2)=[C:7]([NH2:9])[CH:8]=1.Cl.[N:23]1([CH2:29][CH2:30][O:31][C:32]2[CH:40]=[CH:39][C:35]([C:36](Cl)=O)=[CH:34][CH:33]=2)[CH2:28][CH2:27][CH2:26][CH2:25][CH2:24]1. Given the product [CH3:1][O:2][C:3]1[CH:4]=[CH:5][C:6]([CH:10]2[CH2:19][CH2:18][C:17]3[C:12](=[CH:13][CH:14]=[C:15]([O:20][CH3:21])[CH:16]=3)[CH2:11]2)=[C:7]([NH:9][CH2:36][C:35]2[CH:34]=[CH:33][C:32]([O:31][CH2:30][CH2:29][N:23]3[CH2:28][CH2:27][CH2:26][CH2:25][CH2:24]3)=[CH:40][CH:39]=2)[CH:8]=1, predict the reactants needed to synthesize it. (7) Given the product [C:18]([C:21]1[CH:29]=[CH:28][C:24]([C:25]([NH:1][C:2]2[CH:3]=[C:4]3[C:8](=[CH:9][CH:10]=2)[NH:7][C:6]([C:11]([O:13][C:14]([CH3:17])([CH3:16])[CH3:15])=[O:12])=[CH:5]3)=[O:26])=[CH:23][CH:22]=1)(=[O:20])[CH3:19], predict the reactants needed to synthesize it. The reactants are: [NH2:1][C:2]1[CH:3]=[C:4]2[C:8](=[CH:9][CH:10]=1)[NH:7][C:6]([C:11]([O:13][C:14]([CH3:17])([CH3:16])[CH3:15])=[O:12])=[CH:5]2.[C:18]([C:21]1[CH:29]=[CH:28][C:24]([C:25](O)=[O:26])=[CH:23][CH:22]=1)(=[O:20])[CH3:19].CN(C(ON1N=NC2C=CC=CC1=2)=[N+](C)C)C.[B-](F)(F)(F)F.C(N(C(C)C)CC)(C)C.